From a dataset of Full USPTO retrosynthesis dataset with 1.9M reactions from patents (1976-2016). Predict the reactants needed to synthesize the given product. (1) Given the product [N:36]([CH2:2][CH2:3][CH2:4][S:5]([O:8][CH2:9][C:10]([CH3:35])([CH3:34])[C@@H:11]([O:26][Si:27]([CH3:33])([CH3:32])[C:28]([CH3:31])([CH3:30])[CH3:29])[C:12]([O:14][CH:15]([O:19][C:20]([O:22][CH:23]([CH3:25])[CH3:24])=[O:21])[CH:16]([CH3:18])[CH3:17])=[O:13])(=[O:7])=[O:6])=[N+:37]=[N-:38], predict the reactants needed to synthesize it. The reactants are: Cl[CH2:2][CH2:3][CH2:4][S:5]([O:8][CH2:9][C:10]([CH3:35])([CH3:34])[C@@H:11]([O:26][Si:27]([CH3:33])([CH3:32])[C:28]([CH3:31])([CH3:30])[CH3:29])[C:12]([O:14][CH:15]([O:19][C:20]([O:22][CH:23]([CH3:25])[CH3:24])=[O:21])[CH:16]([CH3:18])[CH3:17])=[O:13])(=[O:7])=[O:6].[N-:36]=[N+:37]=[N-:38].[Na+]. (2) Given the product [Cl:1][C:2]1[CH:3]=[CH:4][C:5]2[N:11]3[CH:12]=[CH:13][CH:14]=[C:10]3[C@H:9]([C:15]([CH3:30])([CH3:31])[C:16]([N:18]3[CH2:23][CH2:22][CH:21]([CH2:24][C:25]([OH:27])=[O:26])[CH2:20][CH2:19]3)=[O:17])[O:8][C@@H:7]([C:32]3[CH:37]=[CH:36][CH:35]=[C:34]([O:38][CH3:39])[C:33]=3[O:40][CH3:41])[C:6]=2[CH:42]=1, predict the reactants needed to synthesize it. The reactants are: [Cl:1][C:2]1[CH:3]=[CH:4][C:5]2[N:11]3[CH:12]=[CH:13][CH:14]=[C:10]3[C@H:9]([C:15]([CH3:31])([CH3:30])[C:16]([N:18]3[CH2:23][CH2:22][CH:21]([CH2:24][C:25]([O:27]CC)=[O:26])[CH2:20][CH2:19]3)=[O:17])[O:8][C@@H:7]([C:32]3[CH:37]=[CH:36][CH:35]=[C:34]([O:38][CH3:39])[C:33]=3[O:40][CH3:41])[C:6]=2[CH:42]=1.C(=O)([O-])[O-].[K+].[K+]. (3) Given the product [CH3:2][N:3]([CH3:18])[CH2:4][CH2:5][CH2:6][O:7][C:8]1[CH:13]=[CH:12][C:11]([S:14]([Cl:1])(=[O:16])=[O:15])=[CH:10][CH:9]=1, predict the reactants needed to synthesize it. The reactants are: [ClH:1].[CH3:2][N:3]([CH3:18])[CH2:4][CH2:5][CH2:6][O:7][C:8]1[CH:13]=[CH:12][C:11]([S:14](O)(=[O:16])=[O:15])=[CH:10][CH:9]=1. (4) Given the product [CH2:21]([O:14][C:11]1[CH:12]=[CH:13][C:8]([C:6]2[N:7]=[C:2]([NH2:1])[CH:3]=[CH:4][CH:5]=2)=[C:9]([CH:15]2[CH2:18][CH2:17][CH2:16]2)[CH:10]=1)[CH:20]=[CH2:19], predict the reactants needed to synthesize it. The reactants are: [NH2:1][C:2]1[N:7]=[C:6]([C:8]2[CH:13]=[CH:12][C:11]([OH:14])=[CH:10][C:9]=2[CH:15]2[CH2:18][CH2:17][CH2:16]2)[CH:5]=[CH:4][CH:3]=1.[CH2:19](Cl)[CH:20]=[CH2:21]. (5) Given the product [O:22]=[C:6]1[C:7](=[C:14]([C:16]2[CH:17]=[CH:18][CH:19]=[CH:20][CH:21]=2)[CH3:15])[C:8]2[C:13](=[CH:12][CH:11]=[CH:10][CH:9]=2)[N:5]1[CH2:4][C:3]([OH:23])=[O:2], predict the reactants needed to synthesize it. The reactants are: C[O:2][C:3](=[O:23])[CH2:4][N:5]1[C:13]2[C:8](=[CH:9][CH:10]=[CH:11][CH:12]=2)[C:7](=[C:14]([C:16]2[CH:21]=[CH:20][CH:19]=[CH:18][CH:17]=2)[CH3:15])[C:6]1=[O:22].O.[OH-].[Li+]. (6) The reactants are: [F:1][C:2]1[CH:3]=[C:4]([CH:16]=[CH:17][CH:18]=1)[CH2:5][C:6]1[CH:7]=[CH:8][C:9]([C:12]([O:14]C)=[O:13])=[N:10][CH:11]=1. Given the product [F:1][C:2]1[CH:3]=[C:4]([CH:16]=[CH:17][CH:18]=1)[CH2:5][C:6]1[CH:7]=[CH:8][C:9]([C:12]([OH:14])=[O:13])=[N:10][CH:11]=1, predict the reactants needed to synthesize it. (7) Given the product [F:29][C:30]1[CH:37]=[CH:36][C:33]([CH2:34][N:26]2[CH2:27][CH2:28][CH:23]([C:20]3[C:9]4[N:10]=[C:11]([C:13]5[CH:14]=[C:15]([OH:19])[CH:16]=[CH:17][CH:18]=5)[N:12]=[C:7]([N:1]5[CH2:6][CH2:5][O:4][CH2:3][CH2:2]5)[C:8]=4[NH:22][CH:21]=3)[CH2:24][CH2:25]2)=[CH:32][CH:31]=1, predict the reactants needed to synthesize it. The reactants are: [N:1]1([C:7]2[C:8]3[NH:22][CH:21]=[C:20]([CH:23]4[CH2:28][CH2:27][NH:26][CH2:25][CH2:24]4)[C:9]=3[N:10]=[C:11]([C:13]3[CH:14]=[C:15]([OH:19])[CH:16]=[CH:17][CH:18]=3)[N:12]=2)[CH2:6][CH2:5][O:4][CH2:3][CH2:2]1.[F:29][C:30]1[CH:37]=[CH:36][C:33]([CH:34]=O)=[CH:32][CH:31]=1.[BH3-]C#N.[Na+].